From a dataset of Full USPTO retrosynthesis dataset with 1.9M reactions from patents (1976-2016). Predict the reactants needed to synthesize the given product. (1) The reactants are: [Cl-].[NH3+:2][CH2:3][C@@:4]1([OH:12])[CH:9]2[CH2:10][CH2:11][NH+:6]([CH2:7][CH2:8]2)[CH2:5]1.[Cl-].C(=O)([O-])[O-].[Cs+].[Cs+].[N:20]([C:23]1[N:24]=[CH:25][C:26]2[CH2:27][CH2:28][CH2:29][CH2:30][C:31]=2[CH:32]=1)=[C:21]=[S:22]. Given the product [OH:12][C@:4]1([CH2:3][NH:2][C:21]([NH:20][C:23]2[N:24]=[CH:25][C:26]3[CH2:27][CH2:28][CH2:29][CH2:30][C:31]=3[CH:32]=2)=[S:22])[CH:9]2[CH2:8][CH2:7][N:6]([CH2:11][CH2:10]2)[CH2:5]1, predict the reactants needed to synthesize it. (2) The reactants are: [OH:1][CH2:2][CH2:3][CH:4]([O:8][C:9]1[CH:14]=[CH:13][CH:12]=[CH:11][CH:10]=1)[C:5]([OH:7])=[O:6].[C:15]([Si:19](Cl)([CH3:21])[CH3:20])([CH3:18])([CH3:17])[CH3:16].N1C=CN=C1. Given the product [Si:19]([O:1][CH2:2][CH2:3][CH:4]([O:8][C:9]1[CH:14]=[CH:13][CH:12]=[CH:11][CH:10]=1)[C:5]([OH:7])=[O:6])([C:15]([CH3:18])([CH3:17])[CH3:16])([CH3:21])[CH3:20], predict the reactants needed to synthesize it. (3) Given the product [CH2:1]([O:3][C:4](=[O:41])[CH2:5][CH2:6][CH2:7][O:8][C:9]1[CH:14]=[CH:13][CH:12]=[C:11]([CH2:15][CH2:16][CH2:17][CH2:18][CH2:19][CH2:20][O:21][C:22]2[CH:23]=[C:24]([C:46]3[CH:47]=[CH:48][C:43]([F:42])=[CH:44][CH:45]=3)[CH:25]=[C:26]([S:28]([CH2:31][CH3:32])(=[O:30])=[O:29])[CH:27]=2)[C:10]=1[CH2:34][CH2:35][C:36]([O:38][CH2:39][CH3:40])=[O:37])[CH3:2], predict the reactants needed to synthesize it. The reactants are: [CH2:1]([O:3][C:4](=[O:41])[CH2:5][CH2:6][CH2:7][O:8][C:9]1[CH:14]=[CH:13][CH:12]=[C:11]([CH2:15][CH2:16][CH2:17][CH2:18][CH2:19][CH2:20][O:21][C:22]2[CH:27]=[C:26]([S:28]([CH2:31][CH3:32])(=[O:30])=[O:29])[CH:25]=[C:24](Br)[CH:23]=2)[C:10]=1[CH2:34][CH2:35][C:36]([O:38][CH2:39][CH3:40])=[O:37])[CH3:2].[F:42][C:43]1[CH:48]=[CH:47][C:46](B(O)O)=[CH:45][CH:44]=1.C(=O)([O-])[O-].[Cs+].[Cs+]. (4) Given the product [NH2:8][C:9]1([CH3:25])[CH2:14][CH2:13][N:12]([C:15]2[CH:20]=[CH:19][C:18]([S:21]([CH3:24])(=[O:23])=[O:22])=[CH:17][N:16]=2)[CH2:11][CH2:10]1, predict the reactants needed to synthesize it. The reactants are: C(OC([NH:8][C:9]1([CH3:25])[CH2:14][CH2:13][N:12]([C:15]2[CH:20]=[CH:19][C:18]([S:21]([CH3:24])(=[O:23])=[O:22])=[CH:17][N:16]=2)[CH2:11][CH2:10]1)=O)(C)(C)C.FC(F)(F)C(O)=O. (5) Given the product [Cl:33][C:30]1[CH:29]=[CH:28][C:27]([CH2:26][C@@H:2]([NH:1][C:44]([C@@H:35]2[CH2:36][C:37]3[C:42](=[CH:41][CH:40]=[CH:39][CH:38]=3)[CH2:43][N:34]2[C:47]([O:49][C:50]([CH3:53])([CH3:52])[CH3:51])=[O:48])=[O:45])[C:3]([N:5]2[CH2:6][CH2:7][N:8]([C:11]3[CH:16]=[CH:15][CH:14]=[CH:13][C:12]=3[N:17]([CH2:22][CH:23]3[CH2:24][CH2:25]3)[S:18]([CH3:21])(=[O:19])=[O:20])[CH2:9][CH2:10]2)=[O:4])=[CH:32][CH:31]=1, predict the reactants needed to synthesize it. The reactants are: [NH2:1][C@H:2]([CH2:26][C:27]1[CH:32]=[CH:31][C:30]([Cl:33])=[CH:29][CH:28]=1)[C:3]([N:5]1[CH2:10][CH2:9][N:8]([C:11]2[CH:16]=[CH:15][CH:14]=[CH:13][C:12]=2[N:17]([CH2:22][CH:23]2[CH2:25][CH2:24]2)[S:18]([CH3:21])(=[O:20])=[O:19])[CH2:7][CH2:6]1)=[O:4].[N:34]1([C:47]([O:49][C:50]([CH3:53])([CH3:52])[CH3:51])=[O:48])[CH2:43][C:42]2[C:37](=[CH:38][CH:39]=[CH:40][CH:41]=2)[CH2:36][C@H:35]1[C:44](O)=[O:45].CCN=C=NCCCN(C)C.CI.C1C=NC2N(O)N=NC=2C=1.